From a dataset of Forward reaction prediction with 1.9M reactions from USPTO patents (1976-2016). Predict the product of the given reaction. Given the reactants [C:1](Cl)(=[O:3])[CH3:2].[CH2:5]([O:12][C:13]1[CH:18]=[C:17]([O:19][CH2:20][C:21]2[CH:26]=[CH:25][CH:24]=[CH:23][CH:22]=2)[C:16]([Cl:27])=[CH:15][C:14]=1[C:28]1[O:32][N:31]=[C:30]([C:33]([NH:35][CH2:36][CH3:37])=[O:34])[C:29]=1[NH2:38])[C:6]1[CH:11]=[CH:10][CH:9]=[CH:8][CH:7]=1, predict the reaction product. The product is: [CH2:36]([NH:35][C:33]([C:30]1[C:29]([NH:38][C:1](=[O:3])[CH3:2])=[C:28]([C:14]2[CH:15]=[C:16]([Cl:27])[C:17]([O:19][CH2:20][C:21]3[CH:26]=[CH:25][CH:24]=[CH:23][CH:22]=3)=[CH:18][C:13]=2[O:12][CH2:5][C:6]2[CH:7]=[CH:8][CH:9]=[CH:10][CH:11]=2)[O:32][N:31]=1)=[O:34])[CH3:37].